This data is from Full USPTO retrosynthesis dataset with 1.9M reactions from patents (1976-2016). The task is: Predict the reactants needed to synthesize the given product. (1) Given the product [CH2:1]([CH:3]([C:6]1[C:7]2[N:8]([C:13]([C:17]3[S:21][C:20]([N:22]4[CH2:31][CH2:30][C:25](=[O:26])[CH2:24][CH2:23]4)=[N:19][C:18]=3[CH3:32])=[C:14]([CH3:16])[N:15]=2)[N:9]=[C:10]([CH3:12])[CH:11]=1)[CH2:4][CH3:5])[CH3:2], predict the reactants needed to synthesize it. The reactants are: [CH2:1]([CH:3]([C:6]1[C:7]2[N:8]([C:13]([C:17]3[S:21][C:20]([N:22]4[CH2:31][CH2:30][C:25]5(OCC[O:26]5)[CH2:24][CH2:23]4)=[N:19][C:18]=3[CH3:32])=[C:14]([CH3:16])[N:15]=2)[N:9]=[C:10]([CH3:12])[CH:11]=1)[CH2:4][CH3:5])[CH3:2].C([O-])(O)=O.[Na+]. (2) The reactants are: [NH2:1][C:2]1[CH:7]=[CH:6][C:5]([NH:8][C:9](=[O:11])[CH3:10])=[CH:4][CH:3]=1.[C:12]([N:19]1[CH2:24][CH2:23][C:22](=O)[CH2:21][CH2:20]1)([O:14][C:15]([CH3:18])([CH3:17])[CH3:16])=[O:13]. Given the product [C:15]([O:14][C:12]([N:19]1[CH2:24][CH2:23][CH:22]([NH:1][C:2]2[CH:3]=[CH:4][C:5]([NH:8][C:9](=[O:11])[CH3:10])=[CH:6][CH:7]=2)[CH2:21][CH2:20]1)=[O:13])([CH3:18])([CH3:16])[CH3:17], predict the reactants needed to synthesize it. (3) Given the product [Cl:1][C:2]1[CH:3]=[C:4]([C:12]2[O:16][N:15]=[C:14]([C:17]3[CH:18]=[CH:19][CH:20]=[C:21]4[C:25]=3[NH:24][CH:23]=[C:22]4[CH2:26][CH2:33][CH2:32][N:31]([CH3:30])[CH2:37][C:36]([OH:39])=[O:38])[N:13]=2)[CH:5]=[CH:6][C:7]=1[O:8][CH:9]([CH3:11])[CH3:10], predict the reactants needed to synthesize it. The reactants are: [Cl:1][C:2]1[CH:3]=[C:4]([C:12]2[O:16][N:15]=[C:14]([C:17]3[CH:18]=[CH:19][CH:20]=[C:21]4[C:25]=3[NH:24][CH:23]=[C:22]4[CH2:26]CC=O)[N:13]=2)[CH:5]=[CH:6][C:7]=1[O:8][CH:9]([CH3:11])[CH3:10].[CH3:30][NH:31][CH2:32][C:33](O)=O.[C:36]([OH:39])(=[O:38])[CH3:37].C(O[BH-](OC(=O)C)OC(=O)C)(=O)C.[Na+].